Predict which catalyst facilitates the given reaction. From a dataset of Catalyst prediction with 721,799 reactions and 888 catalyst types from USPTO. (1) Reactant: [C:1]([O:4][CH2:5][C:6]1[C:14]2[C:9](=[CH:10][C:11]([Br:15])=[CH:12][CH:13]=2)[N:8](C(OC(C)(C)C)=O)[CH:7]=1)(=O)C.C[O-].[Na+]. Product: [Br:15][C:11]1[CH:10]=[C:9]2[C:14]([C:6]([CH2:5][O:4][CH3:1])=[CH:7][NH:8]2)=[CH:13][CH:12]=1. The catalyst class is: 5. (2) Reactant: C(OC([N:8]1[CH2:13][CH:12]=[C:11]([C:14]2[CH:23]=[CH:22][CH:21]=[C:20]3[C:15]=2[CH:16]=[CH:17][C:18]([CH3:24])=[N:19]3)[CH2:10][CH2:9]1)=O)(C)(C)C.FC(F)(F)C(O)=O.C([O-])(O)=O.[Na+]. Product: [CH3:24][C:18]1[CH:17]=[CH:16][C:15]2[C:20](=[CH:21][CH:22]=[CH:23][C:14]=2[C:11]2[CH2:12][CH2:13][NH:8][CH2:9][CH:10]=2)[N:19]=1. The catalyst class is: 2. (3) Reactant: Cl[C:2]1[N:7]=[N:6][C:5]([N:8]2[CH2:13][CH2:12][N:11]([C:14]([C:16]3[CH:21]=[CH:20][CH:19]=[CH:18][CH:17]=3)=[O:15])[CH2:10][C@H:9]2[CH3:22])=[C:4]2[N:23]=[CH:24][CH:25]=[CH:26][C:3]=12.C(=O)([O-])[O-].[Na+].[Na+].[C:33]([C:35]1[CH:40]=[CH:39][C:38](B(O)O)=[CH:37][CH:36]=1)#[N:34]. Product: [C:14]([N:11]1[CH2:12][CH2:13][N:8]([C:5]2[N:6]=[N:7][C:2]([C:38]3[CH:39]=[CH:40][C:35]([C:33]#[N:34])=[CH:36][CH:37]=3)=[C:3]3[CH:26]=[CH:25][CH:24]=[N:23][C:4]=23)[C@H:9]([CH3:22])[CH2:10]1)(=[O:15])[C:16]1[CH:21]=[CH:20][CH:19]=[CH:18][CH:17]=1. The catalyst class is: 73.